Dataset: CYP2D6 inhibition data for predicting drug metabolism from PubChem BioAssay. Task: Regression/Classification. Given a drug SMILES string, predict its absorption, distribution, metabolism, or excretion properties. Task type varies by dataset: regression for continuous measurements (e.g., permeability, clearance, half-life) or binary classification for categorical outcomes (e.g., BBB penetration, CYP inhibition). Dataset: cyp2d6_veith. (1) The drug is COc1cccc(-c2cncnc2NC2CCNCC2)c1. The result is 0 (non-inhibitor). (2) The result is 0 (non-inhibitor). The molecule is O=C(O)c1sc2cc(C(F)(F)F)cnc2c1-c1ccccc1. (3) The molecule is CC1=C/C(=C(/c2ccc(O)c(C)c2)c2ccccc2C(=O)O)C=CC1=O. The result is 1 (inhibitor). (4) The drug is CCOc1cc(/C=C2/C(=O)N(c3ccccc3)N=C2C)ccc1OC(=O)c1cccs1. The result is 0 (non-inhibitor).